From a dataset of Retrosynthesis with 50K atom-mapped reactions and 10 reaction types from USPTO. Predict the reactants needed to synthesize the given product. (1) Given the product Clc1ccc(-c2ccc(OCc3ccc4ccccc4n3)cc2)c(-c2ccncc2)c1, predict the reactants needed to synthesize it. The reactants are: CC1(C)OB(c2ccc(OCc3ccc4ccccc4n3)cc2)OC1(C)C.O=S(=O)(Oc1ccc(Cl)cc1-c1ccncc1)C(F)(F)F. (2) Given the product Cc1cc(C)c(/C=C2\C(=O)N(C(=O)CNC(=O)OCc3ccccc3)c3ccccc32)[nH]1, predict the reactants needed to synthesize it. The reactants are: Cc1cc(C)c(C=C2C(=O)Nc3ccccc32)[nH]1.O=C(O)CNC(=O)OCc1ccccc1. (3) Given the product Cc1ccc(-c2ccc([Si](C)(C)C)cc2)nc1, predict the reactants needed to synthesize it. The reactants are: C[Si](C)(C)c1ccc(B(O)O)cc1.Cc1ccc(Br)nc1. (4) Given the product C[C@H](c1cccc2ccccc12)N(CC1CCN(CCCCCC(=O)O)CC1c1cccc(F)c1)C(=O)OC(C)(C)C, predict the reactants needed to synthesize it. The reactants are: COC(=O)CCCCCN1CCC(CN(C(=O)OC(C)(C)C)[C@H](C)c2cccc3ccccc23)C(c2cccc(F)c2)C1. (5) The reactants are: CS(=O)(=O)Nc1cccc(Nc2nc(Cl)c3cc[nH]c3n2)c1.NC1CCCC1. Given the product CS(=O)(=O)Nc1cccc(Nc2nc(NC3CCCC3)c3cc[nH]c3n2)c1, predict the reactants needed to synthesize it. (6) Given the product C#CC(O)c1ccc(C(F)(F)F)o1, predict the reactants needed to synthesize it. The reactants are: C#C[Mg+].O=Cc1ccc(C(F)(F)F)o1. (7) Given the product Cc1cc(Oc2ccnc(Nc3cccc(C#N)c3)c2)c(-c2ccccn2)nc1C, predict the reactants needed to synthesize it. The reactants are: Cc1cc(Oc2ccnc(Cl)c2)c(-c2ccccn2)nc1C.N#Cc1cccc(N)c1.